Dataset: Reaction yield outcomes from USPTO patents with 853,638 reactions. Task: Predict the reaction yield, written as a fraction of the theoretical maximum amount of product (1.0 means a 100% yield; for example, 0.34 means a 34% yield). (1) The reactants are [CH2:1]([O:3][CH:4]([O:17][CH2:18][CH3:19])[C:5]#[C:6][C:7]1[CH:8]=[C:9]2[C:14](=[CH:15][CH:16]=1)[N:13]=[CH:12][CH:11]=[CH:10]2)[CH3:2]. The catalyst is [Pd].C1COCC1. The product is [CH2:18]([O:17][CH:4]([O:3][CH2:1][CH3:2])[CH2:5][CH2:6][C:7]1[CH:8]=[C:9]2[C:14](=[CH:15][CH:16]=1)[N:13]=[CH:12][CH:11]=[CH:10]2)[CH3:19]. The yield is 0.980. (2) The reactants are [F:1][C:2]([F:11])([F:10])[C:3]1[CH:9]=[CH:8][C:6]([NH2:7])=[CH:5][CH:4]=1.[N:12]([O-])=O.[Na+].C([O-])(=O)C.[Na+].[C:21]([CH2:24][C:25](=[O:27])[CH3:26])(=[O:23])[CH3:22]. The catalyst is O.Cl.C(O)C. The product is [F:1][C:2]([F:10])([F:11])[C:3]1[CH:9]=[CH:8][C:6]([NH:7][N:12]=[C:24]([C:25](=[O:27])[CH3:26])[C:21](=[O:23])[CH3:22])=[CH:5][CH:4]=1. The yield is 0.310. (3) The reactants are [N+:1]([C:4]1[CH:22]=[CH:21][C:7]([O:8][CH2:9][C:10]2[O:14][N:13]=[C:12]([C:15]3[CH:20]=[CH:19][CH:18]=[CH:17][CH:16]=3)[N:11]=2)=[CH:6][CH:5]=1)([O-])=O.S(S([O-])=O)([O-])=O.[Na+].[Na+].C([O-])([O-])=O.[K+].[K+]. The catalyst is CO.C(Cl)Cl. The product is [NH2:1][C:4]1[CH:22]=[CH:21][C:7]([O:8][CH2:9][C:10]2[O:14][N:13]=[C:12]([C:15]3[CH:20]=[CH:19][CH:18]=[CH:17][CH:16]=3)[N:11]=2)=[CH:6][CH:5]=1. The yield is 0.510. (4) The reactants are Br[C:2]1[N:7]=[C:6]([C:8]([O:10][CH3:11])=[O:9])[CH:5]=[CH:4][C:3]=1[F:12].[F:13][C:14]1[CH:15]=[C:16]([C:30]2([OH:35])[CH2:34][CH2:33][CH2:32][CH2:31]2)[CH:17]=[C:18]([F:29])[C:19]=1B1OC(C)(C)C(C)(C)O1. No catalyst specified. The product is [F:13][C:14]1[CH:15]=[C:16]([C:30]2([OH:35])[CH2:34][CH2:33][CH2:32][CH2:31]2)[CH:17]=[C:18]([F:29])[C:19]=1[C:2]1[N:7]=[C:6]([C:8]([O:10][CH3:11])=[O:9])[CH:5]=[CH:4][C:3]=1[F:12]. The yield is 0.970. (5) The reactants are [I:1][C:2]1[C:10]2[C:9](=[O:11])[O:8][C:7](=O)[C:6]=2[CH:5]=[CH:4][CH:3]=1.[NH2:13]C(N)=O. The catalyst is C1(C)C(C)=CC=CC=1. The product is [I:1][C:2]1[CH:3]=[CH:4][CH:5]=[C:6]2[C:10]=1[C:9](=[O:11])[NH:13][C:7]2=[O:8]. The yield is 0.600. (6) The catalyst is CCO. The reactants are [Br:1][C:2]1[CH:3]=[C:4]([C:8]([NH2:13])([CH3:12])[CH2:9][NH:10][CH3:11])[CH:5]=[CH:6][CH:7]=1.Br[C:15]#[N:16]. The product is [Br:1][C:2]1[CH:3]=[C:4]([C:8]2([CH3:12])[CH2:9][N:10]([CH3:11])[C:15](=[NH:16])[NH:13]2)[CH:5]=[CH:6][CH:7]=1. The yield is 1.00. (7) The reactants are [CH3:1][C:2]([O-:5])([CH3:4])[CH3:3].[Na+].CN(C=O)C.F[C:13]1[CH:14]=[CH:15][C:16]([C:19]#[N:20])=[N:17][CH:18]=1. The catalyst is CN(P(N(C)C)(N(C)C)=O)C.O. The product is [C:2]([O:5][C:13]1[CH:14]=[CH:15][C:16]([C:19]#[N:20])=[N:17][CH:18]=1)([CH3:4])([CH3:3])[CH3:1]. The yield is 0.620. (8) The reactants are C1(S([N:10]2[C:14]3[N:15]=[CH:16][N:17]=[C:18]([N:19]4[CH2:24][CH2:23][CH:22]([CH2:25][NH:26][C:27](=[O:38])[C:28]5[CH:33]=[CH:32][C:31]([C:34]([CH3:37])([CH3:36])[CH3:35])=[CH:30][CH:29]=5)[CH2:21][CH2:20]4)[C:13]=3[CH:12]=[C:11]2[C:39]2[CH:40]=[N:41][N:42]([CH3:44])[CH:43]=2)(=O)=O)C=CC=CC=1.CO.C(=O)([O-])[O-].[Cs+].[Cs+]. The catalyst is C1COCC1. The product is [C:34]([C:31]1[CH:30]=[CH:29][C:28]([C:27]([NH:26][CH2:25][CH:22]2[CH2:23][CH2:24][N:19]([C:18]3[C:13]4[CH:12]=[C:11]([C:39]5[CH:40]=[N:41][N:42]([CH3:44])[CH:43]=5)[NH:10][C:14]=4[N:15]=[CH:16][N:17]=3)[CH2:20][CH2:21]2)=[O:38])=[CH:33][CH:32]=1)([CH3:37])([CH3:35])[CH3:36]. The yield is 0.687. (9) The reactants are [O-]P([O-])([O-])=O.[K+].[K+].[K+].[NH2:9][CH2:10][CH2:11][CH2:12][CH2:13][CH2:14][OH:15].C(O)CO.I[C:21]1[CH:26]=[CH:25][C:24]([O:27][CH3:28])=[CH:23][CH:22]=1.N. The catalyst is C(O)CCC.O.[Cu]I. The product is [CH3:28][O:27][C:24]1[CH:25]=[CH:26][C:21]([NH:9][CH2:10][CH2:11][CH2:12][CH2:13][CH2:14][OH:15])=[CH:22][CH:23]=1. The yield is 0.850.